Dataset: Full USPTO retrosynthesis dataset with 1.9M reactions from patents (1976-2016). Task: Predict the reactants needed to synthesize the given product. (1) Given the product [CH:6]([C:5]1[CH:8]=[CH:9][C:2]([S:13][CH2:14][CH2:15][C:16]([O:18][CH3:19])=[O:17])=[C:3]([N+:10]([O-:12])=[O:11])[CH:4]=1)=[O:7], predict the reactants needed to synthesize it. The reactants are: Cl[C:2]1[CH:9]=[CH:8][C:5]([CH:6]=[O:7])=[CH:4][C:3]=1[N+:10]([O-:12])=[O:11].[SH:13][CH2:14][CH2:15][C:16]([O:18][CH3:19])=[O:17].C([O-])([O-])=O.[K+].[K+]. (2) Given the product [CH3:24][Si:23]([CH3:26])([CH3:25])[CH2:22][CH2:21][O:20][CH2:19][N:17]1[CH:18]=[C:14]([CH:12]2[CH2:11][CH2:10][C:9]3[NH:30][N:29]=[C:2]([C:3]([O:5][CH2:6][CH3:7])=[O:4])[C:8]=3[CH2:13]2)[CH:15]=[N:16]1, predict the reactants needed to synthesize it. The reactants are: O=[C:2]([CH:8]1[CH2:13][CH:12]([C:14]2[CH:15]=[N:16][N:17]([CH2:19][O:20][CH2:21][CH2:22][Si:23]([CH3:26])([CH3:25])[CH3:24])[CH:18]=2)[CH2:11][CH2:10][C:9]1=O)[C:3]([O:5][CH2:6][CH3:7])=[O:4].O.[NH2:29][NH2:30]. (3) The reactants are: [Cl:1][C:2]1[C:3]([O:25][CH3:26])=[CH:4][C:5]([CH2:16][C:17](=O)[C:18]2[CH:19]=[N:20][CH:21]=[CH:22][CH:23]=2)=[C:6]([NH:8]C(=O)OC(C)(C)C)[CH:7]=1.FC(F)(F)C(O)=O. Given the product [Cl:1][C:2]1[CH:7]=[C:6]2[C:5]([CH:16]=[C:17]([C:18]3[CH:19]=[N:20][CH:21]=[CH:22][CH:23]=3)[NH:8]2)=[CH:4][C:3]=1[O:25][CH3:26], predict the reactants needed to synthesize it. (4) Given the product [CH3:33][Si:34]([CH3:36])([CH3:35])[CH2:37][CH2:38][O:43][C:2]1[CH:3]=[CH:4][C:5]([S:12]([N:18]2[CH2:19][CH2:21][CH2:24][CH2:22]2)(=[O:14])=[O:13])=[C:6]2[C:11]=1[N:10]=[CH:9][CH:8]=[CH:7]2, predict the reactants needed to synthesize it. The reactants are: F[C:2]1[C:11]2[N:10]=[CH:9][CH:8]=[CH:7][C:6]=2[C:5]([S:12](Cl)(=[O:14])=[O:13])=[CH:4][CH:3]=1.CC[N:18]([CH:22]([CH3:24])C)[CH:19]([CH3:21])C.N1CCCC1.[H-].[Na+].[Na].[CH3:33][Si:34]([CH:37](O)[CH3:38])([CH3:36])[CH3:35].C1C[O:43]CC1. (5) Given the product [CH:17]1([CH2:20][O:21][C:22]2[CH:23]=[CH:24][C:25]([F:28])=[CH:26][C:27]=2[C:2]2[C:3]3[NH:10][C:9]([CH3:11])=[C:8]([C:12]([O:14][CH2:15][CH3:16])=[O:13])[C:4]=3[N:5]=[CH:6][N:7]=2)[CH2:18][CH2:19]1, predict the reactants needed to synthesize it. The reactants are: Cl[C:2]1[C:3]2[NH:10][C:9]([CH3:11])=[C:8]([C:12]([O:14][CH2:15][CH3:16])=[O:13])[C:4]=2[N:5]=[CH:6][N:7]=1.[CH:17]1([CH2:20][O:21][C:22]2[CH:27]=[CH:26][C:25]([F:28])=[CH:24][C:23]=2B2OC(C)(C)C(C)(C)O2)[CH2:19][CH2:18]1. (6) Given the product [Cl:20][C:3]1[CH:4]=[C:5]([S:8]([N:11]([CH2:18][CH3:19])[C:12]2[CH:17]=[CH:16][CH:15]=[CH:14][CH:13]=2)(=[O:10])=[O:9])[CH:6]=[CH:7][C:2]=1[N:1]1[C:26](=[O:27])[C:25]2[C:24](=[CH:33][CH:32]=[CH:31][CH:30]=2)[NH:21][C:22]1=[O:23], predict the reactants needed to synthesize it. The reactants are: [NH2:1][C:2]1[CH:7]=[CH:6][C:5]([S:8]([N:11]([CH2:18][CH3:19])[C:12]2[CH:17]=[CH:16][CH:15]=[CH:14][CH:13]=2)(=[O:10])=[O:9])=[CH:4][C:3]=1[Cl:20].[N:21]([C:24]1[CH:33]=[CH:32][CH:31]=[CH:30][C:25]=1[C:26](OC)=[O:27])=[C:22]=[O:23].